This data is from Forward reaction prediction with 1.9M reactions from USPTO patents (1976-2016). The task is: Predict the product of the given reaction. (1) Given the reactants [Si:1]([O:8][CH2:9][C:10]([C:12]1[CH:13]=[C:14]([CH:17]=[CH:18][CH:19]=1)[C:15]#[N:16])=[O:11])([C:4]([CH3:7])([CH3:6])[CH3:5])([CH3:3])[CH3:2].[BH4-].[Na+], predict the reaction product. The product is: [Si:1]([O:8][CH2:9][CH:10]([C:12]1[CH:13]=[C:14]([CH:17]=[CH:18][CH:19]=1)[C:15]#[N:16])[OH:11])([C:4]([CH3:7])([CH3:6])[CH3:5])([CH3:3])[CH3:2]. (2) Given the reactants [CH3:1][Si:2]([CH3:33])([CH3:32])[CH2:3][CH2:4][O:5][CH2:6][N:7]1[C:15]2[CH2:14][CH2:13][CH:12](C3C=NN(COCC[Si](C)(C)C)C=3)C[C:10]=2[C:9]([C:29]([OH:31])=[O:30])=[N:8]1.[CH2:34]1[C:38]2(CCC(=O)C2)C[CH2:36][O:35]1, predict the reaction product. The product is: [CH3:32][Si:2]([CH3:1])([CH3:33])[CH2:3][CH2:4][O:5][CH2:6][N:7]1[C:15]2[CH2:14][C:13]3([CH2:12][C:10]=2[C:9]([C:29]([OH:31])=[O:30])=[N:8]1)[CH2:38][CH2:34][O:35][CH2:36]3. (3) The product is: [CH3:12][C:6]1([CH3:13])[NH:5][C:4]2[CH:3]=[C:2]([C:17]3[CH:18]=[N:14][NH:15][CH:16]=3)[S:10][C:9]=2[C:8](=[O:11])[NH:7]1. Given the reactants Br[C:2]1[S:10][C:9]2[C:8](=[O:11])[NH:7][C:6]([CH3:13])([CH3:12])[NH:5][C:4]=2[CH:3]=1.[NH:14]1[CH:18]=[C:17](B2OC(C)(C)C(C)(C)O2)[CH:16]=[N:15]1.C(=O)([O-])[O-].[Na+].[Na+].COCCOC, predict the reaction product. (4) The product is: [CH:11]1([N:10]2[C:4]3[CH:3]=[C:2]([NH:18][C:17]4[CH:19]=[CH:20][CH:21]=[CH:22][C:16]=4[CH2:14][CH3:15])[N:7]=[CH:6][C:5]=3[N:8]=[CH:9]2)[CH2:13][CH2:12]1. Given the reactants Cl[C:2]1[N:7]=[CH:6][C:5]2[N:8]=[CH:9][N:10]([CH:11]3[CH2:13][CH2:12]3)[C:4]=2[CH:3]=1.[CH2:14]([C:16]1[CH:22]=[CH:21][CH:20]=[CH:19][C:17]=1[NH2:18])[CH3:15].C(=O)([O-])[O-].[Cs+].[Cs+], predict the reaction product. (5) Given the reactants [OH:1][C@H:2]1[CH2:10][C:9]2[C:4](=[CH:5][CH:6]=[CH:7][CH:8]=2)[C@H:3]1[NH:11][C:12](=[O:18])[O:13][C:14]([CH3:17])([CH3:16])[CH3:15].[O:19]1[CH:24]=[CH:23][CH2:22][CH2:21][CH2:20]1, predict the reaction product. The product is: [O:19]1[CH2:24][CH2:23][CH2:22][CH2:21][CH:20]1[O:1][C@H:2]1[CH2:10][C:9]2[C:4](=[CH:5][CH:6]=[CH:7][CH:8]=2)[C@H:3]1[NH:11][C:12](=[O:18])[O:13][C:14]([CH3:15])([CH3:17])[CH3:16].